From a dataset of Forward reaction prediction with 1.9M reactions from USPTO patents (1976-2016). Predict the product of the given reaction. (1) Given the reactants [H-].[Na+].[CH2:3]([SH:5])[CH3:4].Cl[C:7]1[CH:14]=[C:13]([Cl:15])[CH:12]=[C:11]([CH3:16])[C:8]=1[C:9]#[N:10], predict the reaction product. The product is: [Cl:15][C:13]1[CH:12]=[C:11]([CH3:16])[C:8]([C:9]#[N:10])=[C:7]([S:5][CH2:3][CH3:4])[CH:14]=1. (2) Given the reactants [F:1][C:2]1[CH:25]=[CH:24][CH:23]=[CH:22][C:3]=1[CH2:4][C:5]1([C:18](OC)=[O:19])[CH2:10][CH2:9][CH2:8][N:7]([C:11]([O:13][C:14]([CH3:17])([CH3:16])[CH3:15])=[O:12])[CH2:6]1.[H-].[Al+3].[Li+].[H-].[H-].[H-], predict the reaction product. The product is: [F:1][C:2]1[CH:25]=[CH:24][CH:23]=[CH:22][C:3]=1[CH2:4][C:5]1([CH2:18][OH:19])[CH2:10][CH2:9][CH2:8][N:7]([C:11]([O:13][C:14]([CH3:17])([CH3:15])[CH3:16])=[O:12])[CH2:6]1. (3) Given the reactants [OH:1][C:2]1[CH:7]=[CH:6][C:5]([CH:8]([O:12][CH3:13])[C:9]([OH:11])=O)=[CH:4][CH:3]=1.[NH2:14][CH2:15][C:16]1[CH:23]=[CH:22][C:19]([C:20]#[N:21])=[CH:18][CH:17]=1, predict the reaction product. The product is: [C:15]([C:16]1[CH:23]=[CH:22][C:19]([CH2:20][NH:21][C:9](=[O:11])[CH:8]([C:5]2[CH:4]=[CH:3][C:2]([OH:1])=[CH:7][CH:6]=2)[O:12][CH3:13])=[CH:18][CH:17]=1)#[N:14]. (4) Given the reactants [SH:1][C:2]1[CH:7]=[CH:6][C:5]([OH:8])=[CH:4][CH:3]=1.[H-].[Na+].Cl[C:12]1[C:17]([C:18]#[C:19][C:20]2[CH:25]=[CH:24][C:23]([Cl:26])=[CH:22][CH:21]=2)=[CH:16][N:15]=[C:14]([NH:27][CH:28]=[O:29])[N:13]=1, predict the reaction product. The product is: [Cl:26][C:23]1[CH:24]=[CH:25][C:20]([C:19]#[C:18][C:17]2[C:16]([S:1][C:2]3[CH:7]=[CH:6][C:5]([OH:8])=[CH:4][CH:3]=3)=[N:15][C:14]([NH:27][CH:28]=[O:29])=[N:13][CH:12]=2)=[CH:21][CH:22]=1.